This data is from Catalyst prediction with 721,799 reactions and 888 catalyst types from USPTO. The task is: Predict which catalyst facilitates the given reaction. (1) Reactant: CN(C=O)C.CS([O:10][CH2:11][C:12]1[O:13][C:14]([C@@H:17]2[CH2:21][CH2:20][CH2:19][N:18]2[C:22](=[O:37])[C:23]([F:36])([F:35])[C:24]2([OH:34])[CH2:29][C:28]([CH3:31])([CH3:30])[CH2:27][C:26]([CH3:33])([CH3:32])[CH2:25]2)=[N:15][N:16]=1)(=O)=O.[C:38]1(O)[CH:43]=[CH:42][CH:41]=[CH:40][CH:39]=1.C([O-])([O-])=O.[K+].[K+]. Product: [F:35][C:23]([F:36])([C:24]1([OH:34])[CH2:29][C:28]([CH3:31])([CH3:30])[CH2:27][C:26]([CH3:33])([CH3:32])[CH2:25]1)[C:22]([N:18]1[CH2:19][CH2:20][CH2:21][C@H:17]1[C:14]1[O:13][C:12]([CH2:11][O:10][C:38]2[CH:43]=[CH:42][CH:41]=[CH:40][CH:39]=2)=[N:16][N:15]=1)=[O:37]. The catalyst class is: 6. (2) Reactant: [Br:1][C:2]1[N:7]=[CH:6][C:5]([CH2:8][CH2:9]O)=[CH:4][CH:3]=1.P(Br)(Br)[Br:12]. Product: [Br:1][C:2]1[CH:3]=[CH:4][C:5]([CH2:8][CH2:9][Br:12])=[CH:6][N:7]=1. The catalyst class is: 2. (3) Reactant: [C:1]([O:5][C:6]([N:8]1[C@H:12]([CH2:13][N:14]2[CH:18]=[CH:17][C:16]([N+:19]([O-])=O)=[N:15]2)[CH2:11][O:10][C:9]1([CH3:23])[CH3:22])=[O:7])([CH3:4])([CH3:3])[CH3:2].[H][H]. Product: [C:1]([O:5][C:6]([N:8]1[C@H:12]([CH2:13][N:14]2[CH:18]=[CH:17][C:16]([NH2:19])=[N:15]2)[CH2:11][O:10][C:9]1([CH3:23])[CH3:22])=[O:7])([CH3:4])([CH3:2])[CH3:3]. The catalyst class is: 63. (4) Reactant: [NH2:1][C:2]1[C:3]([O:20][CH3:21])=[CH:4][C:5]([CH:17]([CH3:19])[CH3:18])=[C:6]([CH:16]=1)[O:7][C:8]1[C:9]([NH2:15])=[N:10][C:11]([NH2:14])=[N:12][CH:13]=1.COC1[CH:29]=[CH:28][C:27](OC)=[CH:26]O1.[OH-].[Na+]. Product: [CH:17]([C:5]1[CH:4]=[C:3]([O:20][CH3:21])[C:2]([N:1]2[CH:29]=[CH:28][CH:27]=[CH:26]2)=[CH:16][C:6]=1[O:7][C:8]1[C:9]([NH2:15])=[N:10][C:11]([NH2:14])=[N:12][CH:13]=1)([CH3:19])[CH3:18]. The catalyst class is: 52.